From a dataset of NCI-60 drug combinations with 297,098 pairs across 59 cell lines. Regression. Given two drug SMILES strings and cell line genomic features, predict the synergy score measuring deviation from expected non-interaction effect. (1) Drug 1: C1CCC(C1)C(CC#N)N2C=C(C=N2)C3=C4C=CNC4=NC=N3. Drug 2: CN1CCC(CC1)COC2=C(C=C3C(=C2)N=CN=C3NC4=C(C=C(C=C4)Br)F)OC. Cell line: NCI-H522. Synergy scores: CSS=28.7, Synergy_ZIP=-5.16, Synergy_Bliss=3.77, Synergy_Loewe=-1.03, Synergy_HSA=4.62. (2) Drug 1: COC1=CC(=CC(=C1O)OC)C2C3C(COC3=O)C(C4=CC5=C(C=C24)OCO5)OC6C(C(C7C(O6)COC(O7)C8=CC=CS8)O)O. Drug 2: CN(CC1=CN=C2C(=N1)C(=NC(=N2)N)N)C3=CC=C(C=C3)C(=O)NC(CCC(=O)O)C(=O)O. Cell line: MCF7. Synergy scores: CSS=41.3, Synergy_ZIP=-5.23, Synergy_Bliss=-2.10, Synergy_Loewe=2.36, Synergy_HSA=4.47. (3) Drug 1: COC1=NC(=NC2=C1N=CN2C3C(C(C(O3)CO)O)O)N. Drug 2: CC(C)CN1C=NC2=C1C3=CC=CC=C3N=C2N. Cell line: T-47D. Synergy scores: CSS=2.08, Synergy_ZIP=-2.57, Synergy_Bliss=-4.37, Synergy_Loewe=0.323, Synergy_HSA=-2.29. (4) Cell line: RPMI-8226. Synergy scores: CSS=52.4, Synergy_ZIP=8.09, Synergy_Bliss=10.1, Synergy_Loewe=-9.67, Synergy_HSA=9.02. Drug 1: CC12CCC3C(C1CCC2=O)CC(=C)C4=CC(=O)C=CC34C. Drug 2: CN(C)N=NC1=C(NC=N1)C(=O)N.